The task is: Predict the reaction yield, written as a fraction of the theoretical maximum amount of product (1.0 means a 100% yield; for example, 0.34 means a 34% yield).. This data is from Reaction yield outcomes from USPTO patents with 853,638 reactions. (1) The product is [F:24][C:25]1[CH:30]=[CH:29][C:28]([C:2]2[C:7]([F:8])=[CH:6][CH:5]=[C:4]([C:9]([NH:12][C:13]([N:15]3[CH:21]4[CH2:20][CH2:19][N:18]([CH2:23][CH2:22]4)[CH2:17][CH2:16]3)=[O:14])([CH3:10])[CH3:11])[CH:3]=2)=[CH:27][CH:26]=1. The catalyst is C([O-])(=O)C.[Pd+2].C([O-])(=O)C. The yield is 0.620. The reactants are Br[C:2]1[CH:3]=[C:4]([C:9]([NH:12][C:13]([N:15]2[CH:21]3[CH2:22][CH2:23][N:18]([CH2:19][CH2:20]3)[CH2:17][CH2:16]2)=[O:14])([CH3:11])[CH3:10])[CH:5]=[CH:6][C:7]=1[F:8].[F:24][C:25]1[CH:30]=[CH:29][C:28](B(O)O)=[CH:27][CH:26]=1. (2) The reactants are CN(C)C=O.C(Cl)(=O)C(Cl)=O.[Cl:12][C:13]1[CH:18]=[CH:17][N:16]=[C:15]([C:19]([OH:21])=[O:20])[CH:14]=1.[CH:22](O)([CH3:24])[CH3:23]. The catalyst is ClCCl.C(=O)(O)[O-].[Na+].O. The product is [CH:22]([O:20][C:19](=[O:21])[C:15]1[CH:14]=[C:13]([Cl:12])[CH:18]=[CH:17][N:16]=1)([CH3:24])[CH3:23]. The yield is 0.870. (3) The reactants are C([O:3][C:4]([C@H:6]1[CH2:11][CH2:10][C@H:9]([C:12]2[S:13][C:14]([CH3:18])=[C:15]([CH3:17])[N:16]=2)[CH2:8][CH2:7]1)=[O:5])C.[OH-].[Na+]. The catalyst is O1CCOCC1. The product is [CH3:17][C:15]1[N:16]=[C:12]([C@H:9]2[CH2:10][CH2:11][C@H:6]([C:4]([OH:5])=[O:3])[CH2:7][CH2:8]2)[S:13][C:14]=1[CH3:18]. The yield is 0.890. (4) The reactants are Br[C:2]1[S:3][C:4]([NH:18][C:19]([C:21]2[CH:22]=[N:23][N:24]3[CH:29]=[CH:28][CH:27]=[N:26][C:25]=23)=[O:20])=[C:5]([C:7]2[CH:12]=[C:11]([Cl:13])[CH:10]=[CH:9][C:8]=2[O:14][CH:15]([F:17])[F:16])[N:6]=1.[CH2:30]([OH:33])[C:31]#[CH:32].C(N(CC)CC)C. The catalyst is C1COCC1.Cl[Pd](Cl)([P](C1C=CC=CC=1)(C1C=CC=CC=1)C1C=CC=CC=1)[P](C1C=CC=CC=1)(C1C=CC=CC=1)C1C=CC=CC=1.[Cu]I. The product is [Cl:13][C:11]1[CH:10]=[CH:9][C:8]([O:14][CH:15]([F:17])[F:16])=[C:7]([C:5]2[N:6]=[C:2]([C:32]#[C:31][CH2:30][OH:33])[S:3][C:4]=2[NH:18][C:19]([C:21]2[CH:22]=[N:23][N:24]3[CH:29]=[CH:28][CH:27]=[N:26][C:25]=23)=[O:20])[CH:12]=1. The yield is 0.780. (5) The product is [ClH:22].[CH3:1][C:2]1[C:6]([CH2:7][N:8]2[CH:12]=[C:11]([NH2:13])[CH:10]=[N:9]2)=[C:5]([CH3:21])[O:4][N:3]=1. The reactants are [CH3:1][C:2]1[C:6]([CH2:7][N:8]2[CH:12]=[C:11]([NH:13]C(=O)OC(C)(C)C)[CH:10]=[N:9]2)=[C:5]([CH3:21])[O:4][N:3]=1.[ClH:22]. The catalyst is O1CCOCC1. The yield is 0.990. (6) The reactants are [C:1]([C:3]1[CH:8]=[CH:7][CH:6]=[CH:5][C:4]=1[C:9]1[CH:14]=[CH:13][C:12]([CH2:15][CH:16]([C:22](=O)[CH2:23][CH2:24][CH3:25])[C:17](OCC)=[O:18])=[CH:11][CH:10]=1)#[N:2].[CH3:27][C:28]1([CH3:40])[CH2:33][CH:32]([NH:34][C:35]2[NH:39][CH:38]=[N:37][N:36]=2)[CH2:31][CH2:30][O:29]1. No catalyst specified. The product is [CH3:27][C:28]1([CH3:40])[CH2:33][CH:32]([N:34]2[C:17](=[O:18])[C:16]([CH2:15][C:12]3[CH:13]=[CH:14][C:9]([C:4]4[C:3]([C:1]#[N:2])=[CH:8][CH:7]=[CH:6][CH:5]=4)=[CH:10][CH:11]=3)=[C:22]([CH2:23][CH2:24][CH3:25])[N:36]3[N:37]=[CH:38][N:39]=[C:35]23)[CH2:31][CH2:30][O:29]1. The yield is 0.670.